From a dataset of Full USPTO retrosynthesis dataset with 1.9M reactions from patents (1976-2016). Predict the reactants needed to synthesize the given product. (1) The reactants are: Br[C:2]1[S:6][CH:5]=[N:4][C:3]=1[CH3:7].[C:8]([N:15]1[CH2:20][CH2:19][NH:18][CH2:17][CH2:16]1)([O:10][C:11]([CH3:14])([CH3:13])[CH3:12])=[O:9].CC(C)([O-])C.[Na+]. Given the product [CH3:7][C:3]1[N:4]=[CH:5][S:6][C:2]=1[N:18]1[CH2:17][CH2:16][N:15]([C:8]([O:10][C:11]([CH3:14])([CH3:13])[CH3:12])=[O:9])[CH2:20][CH2:19]1, predict the reactants needed to synthesize it. (2) Given the product [C:2]1([NH:1][CH:20]2[CH2:19][CH2:18][C:17]([C:24]3[CH:25]=[CH:26][CH:27]=[CH:28][CH:29]=3)([N:16]([CH3:30])[CH3:15])[CH2:22][CH2:21]2)[C:14]2[CH2:13][C:12]3[C:7](=[CH:8][CH:9]=[CH:10][CH:11]=3)[C:6]=2[CH:5]=[CH:4][CH:3]=1, predict the reactants needed to synthesize it. The reactants are: [NH2:1][C:2]1[C:14]2[CH2:13][C:12]3[C:7](=[CH:8][CH:9]=[CH:10][CH:11]=3)[C:6]=2[CH:5]=[CH:4][CH:3]=1.[CH3:15][N:16]([CH3:30])[C:17]1([C:24]2[CH:29]=[CH:28][CH:27]=[CH:26][CH:25]=2)[CH2:22][CH2:21][C:20](=O)[CH2:19][CH2:18]1.C(O)(=O)C. (3) Given the product [Cl:1][C:2]1[CH:7]=[CH:6][C:5]([NH:8][C:9]([NH:15][C:16]2[CH:17]=[CH:18][C:19]([O:20][C:21]3[CH:26]=[CH:25][N:24]=[C:23]([NH:27][CH2:28][CH2:29][CH2:30][OH:31])[N:22]=3)=[CH:32][CH:33]=2)=[O:10])=[CH:4][C:3]=1[C:11]([F:12])([F:13])[F:14], predict the reactants needed to synthesize it. The reactants are: [Cl:1][C:2]1[CH:7]=[CH:6][C:5]([N:8]=[C:9]=[O:10])=[CH:4][C:3]=1[C:11]([F:14])([F:13])[F:12].[NH2:15][C:16]1[CH:33]=[CH:32][C:19]([O:20][C:21]2[CH:26]=[CH:25][N:24]=[C:23]([NH:27][CH2:28][CH2:29][CH2:30][OH:31])[N:22]=2)=[CH:18][CH:17]=1. (4) Given the product [CH2:1]([N:5]1[C:13]2[N:12]=[C:11]([Cl:25])[NH:10][C:9]=2[C:8](=[O:14])[N:7]([CH2:15][CH3:16])[C:6]1=[O:17])[CH2:2][CH2:3][CH3:4], predict the reactants needed to synthesize it. The reactants are: [CH2:1]([N:5]1[C:13]2[N:12]=[CH:11][NH:10][C:9]=2[C:8](=[O:14])[N:7]([CH2:15][CH3:16])[C:6]1=[O:17])[CH2:2][CH2:3][CH3:4].C1C(=O)N([Cl:25])C(=O)C1. (5) Given the product [ClH:19].[F:1][C:2]1[CH:16]=[CH:15][C:5]([CH2:6][N:7]2[CH2:10][CH:9]([SH:11])[CH2:8]2)=[CH:4][CH:3]=1, predict the reactants needed to synthesize it. The reactants are: [F:1][C:2]1[CH:16]=[CH:15][C:5]([CH2:6][N:7]2[CH2:10][CH:9]([S:11]C(=O)C)[CH2:8]2)=[CH:4][CH:3]=1.[OH-].[Na+].[ClH:19]. (6) Given the product [C:1]([O:5][C:6]([N:8]1[CH2:13][CH2:12][N:11]([C:14]2[N:19]=[C:18]([C:20]3[CH:25]=[CH:24][N:23]=[C:22]([NH:26][CH:27]4[CH2:32][CH2:31][CH2:30][CH2:29][CH2:28]4)[CH:21]=3)[CH:17]=[C:16]([C:33]3[O:34][CH:37]=[N:36][N:35]=3)[CH:15]=2)[CH2:10][CH2:9]1)=[O:7])([CH3:4])([CH3:2])[CH3:3], predict the reactants needed to synthesize it. The reactants are: [C:1]([O:5][C:6]([N:8]1[CH2:13][CH2:12][N:11]([C:14]2[N:19]=[C:18]([C:20]3[CH:25]=[CH:24][N:23]=[C:22]([NH:26][CH:27]4[CH2:32][CH2:31][CH2:30][CH2:29][CH2:28]4)[CH:21]=3)[CH:17]=[C:16]([C:33]([NH:35][NH2:36])=[O:34])[CH:15]=2)[CH2:10][CH2:9]1)=[O:7])([CH3:4])([CH3:3])[CH3:2].[CH2:37](OC(OCC)OCC)C. (7) Given the product [Cl:1][C:2]1[CH:3]=[CH:4][C:5]([C@H:8]2[C@@H:12]([C:13]3[CH:14]=[CH:15][C:16]([Cl:19])=[CH:17][CH:18]=3)[N:11]([C:20]([N:44]3[CH2:43][CH2:42][N:41]([CH2:40][C:39]([N:38]([CH3:48])[CH3:37])=[O:47])[CH2:46][CH2:45]3)=[O:21])[C:10]([C:23]3[CH:28]=[C:27]([C:29]([C:32]#[N:33])([CH3:30])[CH3:31])[CH:26]=[CH:25][C:24]=3[O:34][CH2:35][CH3:36])=[N:9]2)=[CH:6][CH:7]=1, predict the reactants needed to synthesize it. The reactants are: [Cl:1][C:2]1[CH:7]=[CH:6][C:5]([C@H:8]2[C@@H:12]([C:13]3[CH:18]=[CH:17][C:16]([Cl:19])=[CH:15][CH:14]=3)[N:11]([C:20](Cl)=[O:21])[C:10]([C:23]3[CH:28]=[C:27]([C:29]([C:32]#[N:33])([CH3:31])[CH3:30])[CH:26]=[CH:25][C:24]=3[O:34][CH2:35][CH3:36])=[N:9]2)=[CH:4][CH:3]=1.[CH3:37][N:38]([CH3:48])[C:39](=[O:47])[CH2:40][N:41]1[CH2:46][CH2:45][NH:44][CH2:43][CH2:42]1.